From a dataset of Full USPTO retrosynthesis dataset with 1.9M reactions from patents (1976-2016). Predict the reactants needed to synthesize the given product. Given the product [ClH:35].[ClH:35].[NH2:3][C:4]1[C:32]([CH3:33])=[CH:31][C:7]([O:8][C:9]2[CH:10]=[CH:11][C:12]3[N:16]=[C:15]([CH2:17][O:18][C:19]4[CH:20]=[N:21][CH:22]=[C:23]([CH:28]=4)[C:24]([OH:26])=[O:25])[N:14]([CH3:29])[C:13]=3[CH:30]=2)=[CH:6][C:5]=1[CH3:34], predict the reactants needed to synthesize it. The reactants are: [OH-].[Na+].[NH2:3][C:4]1[C:32]([CH3:33])=[CH:31][C:7]([O:8][C:9]2[CH:10]=[CH:11][C:12]3[N:16]=[C:15]([CH2:17][O:18][C:19]4[CH:20]=[N:21][CH:22]=[C:23]([CH:28]=4)[C:24]([O:26]C)=[O:25])[N:14]([CH3:29])[C:13]=3[CH:30]=2)=[CH:6][C:5]=1[CH3:34].[ClH:35].